Dataset: Forward reaction prediction with 1.9M reactions from USPTO patents (1976-2016). Task: Predict the product of the given reaction. Given the reactants CO[CH2:3][CH2:4]OC.Br[C:8]1[C:20]([C:21]([CH3:24])([CH3:23])[CH3:22])=[CH:19][C:18]2[C:17]3[C:12](=[CH:13][C:14](Br)=[C:15]([C:25]([CH3:28])([CH3:27])[CH3:26])[CH:16]=3)[CH2:11][C:10]=2[CH:9]=1.[C:30]1(OB(O)O)[CH:35]=[CH:34][CH:33]=[CH:32][CH:31]=1, predict the reaction product. The product is: [C:25]([C:15]1[C:14]([C:4]2[CH:3]=[CH:10][CH:9]=[CH:8][CH:20]=2)=[CH:13][C:12]2[CH2:11][C:10]3[C:18]([C:17]=2[CH:16]=1)=[CH:19][C:20]([C:21]([CH3:24])([CH3:22])[CH3:23])=[C:8]([C:30]1[CH:35]=[CH:34][CH:33]=[CH:32][CH:31]=1)[CH:9]=3)([CH3:27])([CH3:26])[CH3:28].